This data is from Catalyst prediction with 721,799 reactions and 888 catalyst types from USPTO. The task is: Predict which catalyst facilitates the given reaction. Reactant: [OH:1][C:2]1[C:7]([C:8]([OH:10])=O)=[CH:6][N:5]=[C:4]([C:11]2[CH:16]=[CH:15][CH:14]=[CH:13][N:12]=2)[N:3]=1.CN(C(ON1N=NC2C=CC=NC1=2)=[N+](C)C)C.F[P-](F)(F)(F)(F)F.CCN(CC)CC.[CH3:48][P:49]([C:54]1[CH:59]=[CH:58][C:57]([CH:60]([NH2:67])[C:61]2[CH:66]=[CH:65][CH:64]=[CH:63][CH:62]=2)=[CH:56][CH:55]=1)(=[O:53])[O:50][CH2:51][CH3:52]. Product: [OH:1][C:2]1[C:7]([C:8]([NH:67][CH:60]([C:61]2[CH:62]=[CH:63][CH:64]=[CH:65][CH:66]=2)[C:57]2[CH:56]=[CH:55][C:54]([P:49]([CH3:48])(=[O:53])[O:50][CH2:51][CH3:52])=[CH:59][CH:58]=2)=[O:10])=[CH:6][N:5]=[C:4]([C:11]2[CH:16]=[CH:15][CH:14]=[CH:13][N:12]=2)[N:3]=1. The catalyst class is: 23.